This data is from TCR-epitope binding with 47,182 pairs between 192 epitopes and 23,139 TCRs. The task is: Binary Classification. Given a T-cell receptor sequence (or CDR3 region) and an epitope sequence, predict whether binding occurs between them. The epitope is QECVRGTTVL. The TCR CDR3 sequence is CASSFSGRMNNEQFF. Result: 1 (the TCR binds to the epitope).